Dataset: TCR-epitope binding with 47,182 pairs between 192 epitopes and 23,139 TCRs. Task: Binary Classification. Given a T-cell receptor sequence (or CDR3 region) and an epitope sequence, predict whether binding occurs between them. (1) The epitope is FLPRVFSAV. The TCR CDR3 sequence is CASVPYGYEQYF. Result: 0 (the TCR does not bind to the epitope). (2) The epitope is KLWAQCVQL. The TCR CDR3 sequence is CAISATGSLSSYEQYF. Result: 1 (the TCR binds to the epitope). (3) The epitope is PKYVKQNTLKLAT. The TCR CDR3 sequence is CASTRQNSNQPQHF. Result: 1 (the TCR binds to the epitope). (4) The epitope is YLKLTDNVYIK. The TCR CDR3 sequence is CASSYSIGSADEKLFF. Result: 0 (the TCR does not bind to the epitope). (5) The epitope is FQPTNGVGY. The TCR CDR3 sequence is CASSVAGGRTDTQYF. Result: 0 (the TCR does not bind to the epitope). (6) The epitope is FLKEKGGL. Result: 0 (the TCR does not bind to the epitope). The TCR CDR3 sequence is CASTFSFGQNTEAFF. (7) The TCR CDR3 sequence is CSASIWEQPTDTQYF. The epitope is FLPRVFSAV. Result: 1 (the TCR binds to the epitope). (8) The epitope is YYRRATRRIR. The TCR CDR3 sequence is CASSPWEGALTEAFF. Result: 0 (the TCR does not bind to the epitope). (9) The epitope is ELAGIGILTV. The TCR CDR3 sequence is CASSLASEKLFF. Result: 1 (the TCR binds to the epitope).